The task is: Predict which catalyst facilitates the given reaction.. This data is from Catalyst prediction with 721,799 reactions and 888 catalyst types from USPTO. (1) Reactant: O=C1C2C=CC=CC=2C(=O)[N:3]1[C:12]1[CH:17]=[CH:16][C:15]([C:18]([NH:20][S:21]([C:24]2[S:25][C:26]([Cl:29])=[CH:27][CH:28]=2)(=[O:23])=[O:22])=[O:19])=[CH:14][CH:13]=1.O.O.[Sn](Cl)Cl. Product: [NH2:3][C:12]1[CH:17]=[CH:16][C:15]([C:18]([NH:20][S:21]([C:24]2[S:25][C:26]([Cl:29])=[CH:27][CH:28]=2)(=[O:23])=[O:22])=[O:19])=[CH:14][CH:13]=1. The catalyst class is: 25. (2) Reactant: C([O:3][C:4](=[O:19])[CH2:5][N:6]([CH2:12][C:13]1[CH:18]=[CH:17][CH:16]=[CH:15][CH:14]=1)[C:7](=[O:11])[CH:8]([CH3:10])[CH3:9])C.[OH-].[Na+]. Product: [CH2:12]([N:6]([CH2:5][C:4]([OH:19])=[O:3])[C:7](=[O:11])[CH:8]([CH3:10])[CH3:9])[C:13]1[CH:18]=[CH:17][CH:16]=[CH:15][CH:14]=1. The catalyst class is: 14. (3) Reactant: [CH:1]1([C:4]([N:6]2[CH2:10][CH2:9][C@@H:8]([CH2:11][NH:12][C:13]3[C:14]([NH2:23])=[CH:15][CH:16]=[CH:17][C:18]=3[C:19]([F:22])([F:21])[F:20])[CH2:7]2)=[O:5])[CH2:3][CH2:2]1.[F:24][C:25]1[CH:30]=[CH:29][C:28]([C:31]2[CH:38]=[CH:37][C:34]([CH:35]=O)=[CH:33][CH:32]=2)=[CH:27][CH:26]=1.OOS([O-])=O.[K+]. Product: [CH:1]1([C:4]([N:6]2[CH2:10][CH2:9][C@@H:8]([CH2:11][N:12]3[C:13]4[C:18]([C:19]([F:20])([F:21])[F:22])=[CH:17][CH:16]=[CH:15][C:14]=4[N:23]=[C:35]3[C:34]3[CH:33]=[CH:32][C:31]([C:28]4[CH:29]=[CH:30][C:25]([F:24])=[CH:26][CH:27]=4)=[CH:38][CH:37]=3)[CH2:7]2)=[O:5])[CH2:3][CH2:2]1. The catalyst class is: 18.